From a dataset of Catalyst prediction with 721,799 reactions and 888 catalyst types from USPTO. Predict which catalyst facilitates the given reaction. (1) Reactant: [S:1]1[CH:5]=[CH:4][CH:3]=[C:2]1[S:6]([NH:9][C:10]1[CH:11]=[C:12]([O:24][C:25]([F:28])([F:27])[F:26])[CH:13]=[C:14]2[C:18]=1[NH:17][C:16]([C:19]([O:21]CC)=[O:20])=[CH:15]2)(=[O:8])=[O:7].[OH-].[Na+].O1CCCC1.Cl. Product: [S:1]1[CH:5]=[CH:4][CH:3]=[C:2]1[S:6]([NH:9][C:10]1[CH:11]=[C:12]([O:24][C:25]([F:27])([F:28])[F:26])[CH:13]=[C:14]2[C:18]=1[NH:17][C:16]([C:19]([OH:21])=[O:20])=[CH:15]2)(=[O:7])=[O:8]. The catalyst class is: 8. (2) Reactant: [Cl:1][C:2]1[CH:3]=[CH:4][C:5]2[N:11]3[CH2:12][C@H:8]([CH2:9][CH2:10]3)[NH:7][C:6]=2[N:13]=1.[N:14]1[CH:19]=[CH:18][CH:17]=[CH:16][C:15]=1[NH:20][C:21](=O)[O:22]C1C=CC=CC=1. Product: [Cl:1][C:2]1[CH:3]=[CH:4][C:5]2[N:11]3[CH2:12][C@H:8]([CH2:9][CH2:10]3)[N:7]([C:21]([NH:20][C:15]3[CH:16]=[CH:17][CH:18]=[CH:19][N:14]=3)=[O:22])[C:6]=2[N:13]=1. The catalyst class is: 241. (3) Reactant: [CH2:1]([C:3]1[CH:9]=[CH:8][C:7]([N+:10]([O-:12])=[O:11])=[CH:6][C:4]=1[NH2:5])[CH3:2].N1C=CC=CC=1.[CH3:19][S:20](Cl)(=[O:22])=[O:21]. Product: [CH2:1]([C:3]1[CH:9]=[CH:8][C:7]([N+:10]([O-:12])=[O:11])=[CH:6][C:4]=1[NH:5][S:20]([CH3:19])(=[O:22])=[O:21])[CH3:2]. The catalyst class is: 2. (4) Reactant: [Cl:1][C:2]1[CH:7]=[CH:6][C:5]([CH2:8][C:9]([NH:11][C:12]2[CH:13]=[N:14][CH:15]=[C:16]([C:18]([C:20]3[C:28]4[CH:27]=[N:26][CH:25]=[N:24][C:23]=4[NH:22][CH:21]=3)=[O:19])[CH:17]=2)=[O:10])=[CH:4][CH:3]=1.C([O-])([O-])=O.[Cs+].[Cs+].Br[CH2:36][C:37]([NH2:39])=[O:38]. Product: [NH2:39][C:37](=[O:38])[CH2:36][N:22]1[C:23]2[N:24]=[CH:25][N:26]=[CH:27][C:28]=2[C:20]([C:18]([C:16]2[CH:17]=[C:12]([NH:11][C:9](=[O:10])[CH2:8][C:5]3[CH:6]=[CH:7][C:2]([Cl:1])=[CH:3][CH:4]=3)[CH:13]=[N:14][CH:15]=2)=[O:19])=[CH:21]1. The catalyst class is: 3. (5) Reactant: [F:1][C:2]([F:44])([F:43])[C@H:3]([N:30]1[CH2:34][CH2:33][C@H:32]([NH:35]C(=O)OC(C)(C)C)[CH2:31]1)[C:4]1[CH:5]=[CH:6][C:7]2[N:8]([C:10]([C:13]3[CH:22]=[CH:21][C:20]4[C:15](=[C:16]([O:24][C@H:25]([CH3:29])[CH2:26][O:27][CH3:28])[CH:17]=[C:18]([F:23])[CH:19]=4)[N:14]=3)=[N:11][N:12]=2)[CH:9]=1.[ClH:45]. Product: [ClH:45].[ClH:45].[F:44][C:2]([F:1])([F:43])[C@H:3]([N:30]1[CH2:34][CH2:33][C@H:32]([NH2:35])[CH2:31]1)[C:4]1[CH:5]=[CH:6][C:7]2[N:8]([C:10]([C:13]3[CH:22]=[CH:21][C:20]4[C:15](=[C:16]([O:24][C@H:25]([CH3:29])[CH2:26][O:27][CH3:28])[CH:17]=[C:18]([F:23])[CH:19]=4)[N:14]=3)=[N:11][N:12]=2)[CH:9]=1. The catalyst class is: 545.